From a dataset of Catalyst prediction with 721,799 reactions and 888 catalyst types from USPTO. Predict which catalyst facilitates the given reaction. (1) Reactant: O=C1C2C(=CC=CC=2)C(=O)[N:3]1[CH2:12][CH2:13][C:14]1[CH:15]=[C:16]([CH:28]=[CH:29][CH:30]=1)[O:17][C:18]1[CH:23]=[CH:22][N:21]=[C:20]([C:24]([NH:26][CH3:27])=[O:25])[CH:19]=1.O.NN. Product: [NH2:3][CH2:12][CH2:13][C:14]1[CH:15]=[C:16]([CH:28]=[CH:29][CH:30]=1)[O:17][C:18]1[CH:23]=[CH:22][N:21]=[C:20]([C:24]([NH:26][CH3:27])=[O:25])[CH:19]=1. The catalyst class is: 14. (2) Reactant: C([C@H]1COC(=O)N1[C:14](=[O:26])[C@@H:15]([CH3:25])[CH2:16][CH2:17][CH2:18][C:19]1[CH:24]=[CH:23][CH:22]=[CH:21][CH:20]=1)C1C=CC=CC=1.OO.[OH-].[Li+].[OH:31]S([O-])(=O)=O.[K+]. Product: [CH3:25][C@@H:15]([CH2:16][CH2:17][CH2:18][C:19]1[CH:20]=[CH:21][CH:22]=[CH:23][CH:24]=1)[C:14]([OH:26])=[O:31]. The catalyst class is: 6. (3) Reactant: [N:1]1[CH:6]=[CH:5][CH:4]=[C:3]([C:7]2[S:11][C:10]([CH:12]=O)=[CH:9][CH:8]=2)[CH:2]=1.CN.Cl.[C:17]([BH3-])#[N:18].[Na+]. Product: [CH3:17][NH:18][CH2:12][C:10]1[S:11][C:7]([C:3]2[CH:2]=[N:1][CH:6]=[CH:5][CH:4]=2)=[CH:8][CH:9]=1. The catalyst class is: 71.